From a dataset of Reaction yield outcomes from USPTO patents with 853,638 reactions. Predict the reaction yield, written as a fraction of the theoretical maximum amount of product (1.0 means a 100% yield; for example, 0.34 means a 34% yield). (1) The reactants are FC(F)(F)S(O[C:7]1[CH:12]=[CH:11][CH:10]=[C:9]([C:13]2[CH:18]=[CH:17][CH:16]=[C:15]([C:19]([O:21][CH3:22])=[O:20])[CH:14]=2)[C:8]=1[C:23]([O:25][CH3:26])=[O:24])(=O)=O.[Li+].[Cl-].[CH2:31](N(CC)CC)[CH3:32].C([Sn](CCCC)(CCCC)C=C)CCC. The catalyst is O1CCOCC1.C1C=CC([P]([Pd]([P](C2C=CC=CC=2)(C2C=CC=CC=2)C2C=CC=CC=2)([P](C2C=CC=CC=2)(C2C=CC=CC=2)C2C=CC=CC=2)[P](C2C=CC=CC=2)(C2C=CC=CC=2)C2C=CC=CC=2)(C2C=CC=CC=2)C2C=CC=CC=2)=CC=1. The product is [CH:31]([C:7]1[CH:12]=[CH:11][CH:10]=[C:9]([C:13]2[CH:18]=[CH:17][CH:16]=[C:15]([C:19]([O:21][CH3:22])=[O:20])[CH:14]=2)[C:8]=1[C:23]([O:25][CH3:26])=[O:24])=[CH2:32]. The yield is 0.990. (2) The catalyst is C(Cl)Cl. The reactants are [CH3:1][O:2][C:3]1[CH:8]=[CH:7][C:6]([C:9]([F:12])([F:11])[F:10])=[CH:5][C:4]=1[N:13]=[C:14]=[O:15].[NH2:16][C:17]1[CH:34]=[CH:33][C:20]([O:21][C:22]2[CH:23]=[C:24]3[C:28](=[CH:29][CH:30]=2)[C:27](=[O:31])[NH:26][C:25]3=[O:32])=[CH:19][CH:18]=1.CO. The product is [CH3:1][O:2][C:3]1[CH:8]=[CH:7][C:6]([C:9]([F:12])([F:11])[F:10])=[CH:5][C:4]=1[NH:13][C:14]([NH:16][C:17]1[CH:18]=[CH:19][C:20]([O:21][C:22]2[CH:23]=[C:24]3[C:28](=[CH:29][CH:30]=2)[C:27](=[O:31])[NH:26][C:25]3=[O:32])=[CH:33][CH:34]=1)=[O:15]. The yield is 0.960.